Predict which catalyst facilitates the given reaction. From a dataset of Catalyst prediction with 721,799 reactions and 888 catalyst types from USPTO. (1) Reactant: Cl.[CH3:2][C:3]1[CH:8]=[CH:7][CH:6]=[C:5]([C:9]2[N:13]=[C:12]([C@H:14]3[CH2:19][CH2:18][CH2:17][NH:16][CH2:15]3)[O:11][N:10]=2)[N:4]=1.C(N(CC)CC)C.[F:27][C:28]1[CH:36]=[CH:35][C:31]([C:32](Cl)=[O:33])=[CH:30][CH:29]=1.[OH-].[Na+]. Product: [F:27][C:28]1[CH:36]=[CH:35][C:31]([C:32]([N:16]2[CH2:17][CH2:18][CH2:19][C@H:14]([C:12]3[O:11][N:10]=[C:9]([C:5]4[CH:6]=[CH:7][CH:8]=[C:3]([CH3:2])[N:4]=4)[N:13]=3)[CH2:15]2)=[O:33])=[CH:30][CH:29]=1. The catalyst class is: 4. (2) Reactant: [Cl:1][CH2:2][CH2:3][CH2:4][C:5]([C:7]1[CH:12]=[CH:11][C:10]([C:13]([CH3:19])([CH3:18])[C:14]([O:16][CH3:17])=[O:15])=[CH:9][CH:8]=1)=[O:6].[C:20]1([C:26]([C:34]2[CH:39]=[CH:38][CH:37]=[CH:36][CH:35]=2)([CH:28]2[CH2:33][CH2:32][NH:31][CH2:30][CH2:29]2)[OH:27])[CH:25]=[CH:24][CH:23]=[CH:22][CH:21]=1. Product: [ClH:1].[OH:27][C:26]([C:34]1[CH:39]=[CH:38][CH:37]=[CH:36][CH:35]=1)([C:20]1[CH:21]=[CH:22][CH:23]=[CH:24][CH:25]=1)[CH:28]1[CH2:33][CH2:32][N:31]([CH2:2][CH2:3][CH2:4][C:5]([C:7]2[CH:12]=[CH:11][C:10]([C:13]([CH3:19])([CH3:18])[C:14]([O:16][CH3:17])=[O:15])=[CH:9][CH:8]=2)=[O:6])[CH2:30][CH2:29]1. The catalyst class is: 11. (3) Reactant: [N:1]1[C:14]2[C:13]3[C:8](=[CH:9][CH:10]=[CH:11][N:12]=3)[C:7](=O)[C:6](=O)[C:5]=2[CH:4]=[CH:3][CH:2]=1.[C:17]1([NH2:24])[CH:22]=[CH:21][CH:20]=[CH:19][C:18]=1[NH2:23]. Product: [CH:4]1[C:5]2[C:6]3[C:7]([C:8]4[CH:9]=[CH:10][CH:11]=[N:12][C:13]=4[C:14]=2[N:1]=[CH:2][CH:3]=1)=[N:24][C:17]1[C:18](=[CH:19][CH:20]=[CH:21][CH:22]=1)[N:23]=3. The catalyst class is: 8. (4) Reactant: [F:1][C:2]1[CH:7]=[CH:6][CH:5]=[C:4]([F:8])[C:3]=1[N:9]1[C:14]2[N:15]=[C:16](S(C)=O)[N:17]=[C:18]([C:19]3[CH:20]=[C:21]([CH:28]=[CH:29][C:30]=3[CH3:31])[C:22]([NH:24][CH2:25][CH2:26][CH3:27])=[O:23])[C:13]=2[CH2:12][NH:11][C:10]1=[O:35].[N:36]1([CH:41]2[CH2:46][CH2:45][NH:44][CH2:43][CH2:42]2)[CH2:40][CH2:39][CH2:38][CH2:37]1. Product: [F:1][C:2]1[CH:7]=[CH:6][CH:5]=[C:4]([F:8])[C:3]=1[N:9]1[C:14]2[N:15]=[C:16]([N:44]3[CH2:45][CH2:46][CH:41]([N:36]4[CH2:40][CH2:39][CH2:38][CH2:37]4)[CH2:42][CH2:43]3)[N:17]=[C:18]([C:19]3[CH:20]=[C:21]([CH:28]=[CH:29][C:30]=3[CH3:31])[C:22]([NH:24][CH2:25][CH2:26][CH3:27])=[O:23])[C:13]=2[CH2:12][NH:11][C:10]1=[O:35]. The catalyst class is: 2.